Dataset: Forward reaction prediction with 1.9M reactions from USPTO patents (1976-2016). Task: Predict the product of the given reaction. (1) Given the reactants [OH-].[Na+].[CH2:3]([O:5][CH:6]([CH2:12][C:13]1[CH:18]=[CH:17][C:16]([O:19][CH2:20][CH2:21][CH:22]2[C:34]3[CH:33]=[CH:32][CH:31]=[CH:30][C:29]=3[C:28]3[C:23]2=[CH:24][CH:25]=[CH:26][CH:27]=3)=[CH:15][CH:14]=1)[C:7]([O:9]CC)=[O:8])[CH3:4], predict the reaction product. The product is: [CH2:3]([O:5][CH:6]([CH2:12][C:13]1[CH:18]=[CH:17][C:16]([O:19][CH2:20][CH2:21][CH:22]2[C:34]3[CH:33]=[CH:32][CH:31]=[CH:30][C:29]=3[C:28]3[C:23]2=[CH:24][CH:25]=[CH:26][CH:27]=3)=[CH:15][CH:14]=1)[C:7]([OH:9])=[O:8])[CH3:4]. (2) Given the reactants Cl.[CH3:2][NH:3][O:4][CH3:5].C[Al](C)C.[C:10]([O:14][C:15]([C@:17]12[C@@H:22]([C:23]3[CH:28]=[CH:27][CH:26]=[CH:25][CH:24]=3)[C@H:21]1[CH2:20][O:19][C:18]2=[O:29])=[O:16])([CH3:13])([CH3:12])[CH3:11].Cl, predict the reaction product. The product is: [C:10]([O:14][C:15]([C@:17]1([C:18](=[O:29])[N:3]([O:4][CH3:5])[CH3:2])[C@@H:22]([C:23]2[CH:28]=[CH:27][CH:26]=[CH:25][CH:24]=2)[C@H:21]1[CH2:20][OH:19])=[O:16])([CH3:12])([CH3:11])[CH3:13]. (3) Given the reactants [CH3:1][CH:2]1[C:7]2[N:8]=[CH:9][N:10]=[C:11]([C:12]3[N:16](C4CCCCO4)[N:15]=[CH:14][CH:13]=3)[C:6]=2[CH2:5][CH2:4][NH:3]1.[Cl:23][C:24]1[C:32]([C:33]([F:36])([F:35])[F:34])=[C:31]([F:37])[CH:30]=[CH:29][C:25]=1[C:26](O)=[O:27].CCN=C=NCCCN(C)C.C1C=CC2N(O)N=NC=2C=1.C(O)(C(F)(F)F)=O.C([SiH](CC)CC)C, predict the reaction product. The product is: [Cl:23][C:24]1[C:32]([C:33]([F:35])([F:36])[F:34])=[C:31]([F:37])[CH:30]=[CH:29][C:25]=1[C:26]([N:3]1[CH2:4][CH2:5][C:6]2[C:11]([C:12]3[NH:16][N:15]=[CH:14][CH:13]=3)=[N:10][CH:9]=[N:8][C:7]=2[CH:2]1[CH3:1])=[O:27].